This data is from Full USPTO retrosynthesis dataset with 1.9M reactions from patents (1976-2016). The task is: Predict the reactants needed to synthesize the given product. (1) Given the product [CH2:11]([O:10][C:6]1[C:7](=[O:9])[CH:8]=[C:3]([CH2:2][NH:1][S:25]([C:21]2[CH:22]=[CH:23][CH:24]=[C:19]([CH3:18])[CH:20]=2)(=[O:27])=[O:26])[O:4][CH:5]=1)[C:12]1[CH:17]=[CH:16][CH:15]=[CH:14][CH:13]=1, predict the reactants needed to synthesize it. The reactants are: [NH2:1][CH2:2][C:3]1[O:4][CH:5]=[C:6]([O:10][CH2:11][C:12]2[CH:17]=[CH:16][CH:15]=[CH:14][CH:13]=2)[C:7](=[O:9])[CH:8]=1.[CH3:18][C:19]1[CH:20]=[C:21]([S:25](Cl)(=[O:27])=[O:26])[CH:22]=[CH:23][CH:24]=1.C(OC1C(=O)C=C(CNS(C2C=CC=CC=2)(=O)=O)OC=1)C1C=CC=CC=1. (2) Given the product [ClH:8].[N:9]1([C:6]2[CH:5]=[CH:4][N:3]=[C:2]([NH2:1])[N:7]=2)[C:17]2[C:12](=[CH:13][CH:14]=[CH:15][CH:16]=2)[CH2:11][CH2:10]1, predict the reactants needed to synthesize it. The reactants are: [NH2:1][C:2]1[N:7]=[C:6]([Cl:8])[CH:5]=[CH:4][N:3]=1.[NH:9]1[C:17]2[C:12](=[CH:13][CH:14]=[CH:15][CH:16]=2)[CH2:11][CH2:10]1. (3) Given the product [CH3:11][O:12][C:13]([C@H:14]([NH:17][C:24](=[O:25])[O:23][C:20]([CH3:22])([CH3:21])[CH3:19])[CH2:15][OH:16])=[O:18], predict the reactants needed to synthesize it. The reactants are: CCN(C(C)C)C(C)C.Cl.[CH3:11][O:12][C:13](=[O:18])[C@H:14]([NH2:17])[CH2:15][OH:16].[CH3:19][C:20]([O:23][C:24](O[C:24]([O:23][C:20]([CH3:22])([CH3:21])[CH3:19])=[O:25])=[O:25])([CH3:22])[CH3:21]. (4) Given the product [OH-:16].[NH4+:4].[CH2:1]([N:4]1[C@H:9]([CH3:10])[CH2:8][N:7]([C@@H:11]([C:29]2[CH:34]=[CH:33][CH:32]=[C:31]([OH:35])[CH:30]=2)[C:12]2[CH:13]=[C:14]([C:15]([N:44]3[CH2:45][CH2:46][C:41]4([O:40][CH2:39][CH2:38][O:37]4)[CH2:42][CH2:43]3)=[O:16])[CH:26]=[CH:27][CH:28]=2)[C@@H:6]([CH3:36])[CH2:5]1)[CH:2]=[CH2:3], predict the reactants needed to synthesize it. The reactants are: [CH2:1]([N:4]1[C@H:9]([CH3:10])[CH2:8][N:7]([C@@H:11]([C:29]2[CH:34]=[CH:33][CH:32]=[C:31]([OH:35])[CH:30]=2)[C:12]2[CH:13]=[C:14]([CH:26]=[CH:27][CH:28]=2)[C:15](N(C2C=CC=C(F)C=2)C)=[O:16])[C@@H:6]([CH3:36])[CH2:5]1)[CH:2]=[CH2:3].[O:37]1[C:41]2([CH2:46][CH2:45][NH:44][CH2:43][CH2:42]2)[O:40][CH2:39][CH2:38]1.C([Mg]Cl)(C)C.ClCCl.C(OCC)(=O)C.